From a dataset of Full USPTO retrosynthesis dataset with 1.9M reactions from patents (1976-2016). Predict the reactants needed to synthesize the given product. (1) Given the product [S:11]1[C:15]2[CH:16]=[CH:17][CH:18]=[CH:19][C:14]=2[NH:13][CH:12]1[C:28]#[N:29], predict the reactants needed to synthesize it. The reactants are: FC1C=CC(C(Cl)=O)=CC=1.[S:11]1[C:15]2[CH:16]=[CH:17][CH:18]=[CH:19][C:14]=2[N:13]=[CH:12]1.[Al+3].[Cl-].[Cl-].[Cl-].C[Si]([C:28]#[N:29])(C)C. (2) Given the product [CH3:1][C:2]1[CH:7]=[C:6](/[C:8](=[N:37]/[OH:36])/[CH2:9][C@H:10]([C:18]2[CH:23]=[CH:22][C:21]([C:24]3[CH2:25][CH2:26][N:27]([S:30]([CH3:33])(=[O:32])=[O:31])[CH2:28][CH:29]=3)=[CH:20][CH:19]=2)[C:11]2[CH:16]=[CH:15][CH:14]=[CH:13][C:12]=2[CH3:17])[CH:5]=[CH:4][N:3]=1, predict the reactants needed to synthesize it. The reactants are: [CH3:1][C:2]1[CH:7]=[C:6]([C:8](=O)[CH2:9][C@H:10]([C:18]2[CH:23]=[CH:22][C:21]([C:24]3[CH2:25][CH2:26][N:27]([S:30]([CH3:33])(=[O:32])=[O:31])[CH2:28][CH:29]=3)=[CH:20][CH:19]=2)[C:11]2[CH:16]=[CH:15][CH:14]=[CH:13][C:12]=2[CH3:17])[CH:5]=[CH:4][N:3]=1.Cl.[OH:36][NH2:37].C(=O)([O-])O.[Na+]. (3) The reactants are: [CH3:1][C:2]1[O:6][N:5]=[C:4]([C:7]2[CH:12]=[CH:11][CH:10]=[CH:9][CH:8]=2)[C:3]=1[C:13]1[CH:21]=[CH:20][C:16]([C:17](O)=[O:18])=[CH:15][CH:14]=1.ON1C(=O)[CH2:26][CH2:25][C:24]1=[O:29].Cl.C([N:33]=C=NCCCN(C)C)C.C(OCC)(=O)C. Given the product [OH:29][CH2:24][C@@H:25]([NH:33][C:17](=[O:18])[C:16]1[CH:15]=[CH:14][C:13]([C:3]2[C:4]([C:7]3[CH:12]=[CH:11][CH:10]=[CH:9][CH:8]=3)=[N:5][O:6][C:2]=2[CH3:1])=[CH:21][CH:20]=1)[CH3:26], predict the reactants needed to synthesize it. (4) Given the product [CH:39]1([C:37]([NH:36][C:34]2[N:35]=[C:30]3[CH:29]=[CH:28][C:27]([O:26][C:25]4[CH:42]=[CH:43][C:44]([CH3:45])=[C:23]([NH:22][C:7]([C:6]5[O:5][C:4](=[O:10])[NH:3][C:2]=5[CH3:1])=[O:9])[CH:24]=4)=[N:32][N:31]3[CH:33]=2)=[O:38])[CH2:40][CH2:41]1, predict the reactants needed to synthesize it. The reactants are: [CH3:1][C:2]1[NH:3][C:4](=[O:10])[O:5][C:6]=1[C:7]([OH:9])=O.O1CCCC1.C(Cl)(=O)C(Cl)=O.[NH2:22][C:23]1[CH:24]=[C:25]([CH:42]=[CH:43][C:44]=1[CH3:45])[O:26][C:27]1[CH:28]=[CH:29][C:30]2[N:31]([CH:33]=[C:34]([NH:36][C:37]([CH:39]3[CH2:41][CH2:40]3)=[O:38])[N:35]=2)[N:32]=1. (5) Given the product [N+:1]([CH2:4][CH2:5][C:6](=[N:16][NH:17][C:18]([NH2:20])=[S:19])[C:8]1[CH:13]=[CH:12][CH:11]=[CH:10][CH:9]=1)([O-:3])=[O:2], predict the reactants needed to synthesize it. The reactants are: [N+:1]([CH2:4][CH2:5][C:6]([C:8]1[CH:13]=[CH:12][CH:11]=[CH:10][CH:9]=1)=O)([O-:3])=[O:2].CO.[NH2:16][NH:17][C:18]([NH2:20])=[S:19]. (6) Given the product [CH3:27][O:26][C:23]1[CH:22]=[CH:21][C:20]([CH2:19][N:18]2[C:9]3[NH:8][CH2:14][CH2:13][CH2:12][C:11](=[O:15])[C:10]=3[CH:16]=[N:17]2)=[CH:25][CH:24]=1, predict the reactants needed to synthesize it. The reactants are: C([N:8]1[CH2:14][CH:13]=[CH:12][C:11](=[O:15])[C:10]2[CH:16]=[N:17][N:18]([CH2:19][C:20]3[CH:25]=[CH:24][C:23]([O:26][CH3:27])=[CH:22][CH:21]=3)[C:9]1=2)C1C=CC=CC=1.CC(O)=O.